Task: Predict the reaction yield, written as a fraction of the theoretical maximum amount of product (1.0 means a 100% yield; for example, 0.34 means a 34% yield).. Dataset: Reaction yield outcomes from USPTO patents with 853,638 reactions (1) The catalyst is CS(C)=O.C(OCC)C.O.CC(O)=O. The product is [CH3:21][C:14]1[CH:13]=[C:4]([CH2:5][C:6]#[N:7])[CH:17]=[CH:16][C:15]=1[N+:18]([O-:20])=[O:19]. The yield is 0.290. The reactants are C(O[C:4](=O)[CH2:5][C:6]#[N:7])C.[OH-].[K+].FC1[CH:17]=[CH:16][C:15]([N+:18]([O-:20])=[O:19])=[C:14]([CH3:21])[CH:13]=1.Cl. (2) The reactants are N1C2C(=CC=CC=2)C=CC=1.[CH3:11][CH:12]1[CH2:25][CH2:24][O:23][C:22](=[O:26])[CH2:21][CH:20]=[CH:19][CH2:18][CH2:17][C:16]#[C:15][CH2:14][CH2:13]1. The catalyst is C(O)C.[Pd].[O-]S([O-])(=O)=O.[Ba+2]. The product is [CH3:11][CH:12]1[CH2:25][CH2:24][O:23][C:22](=[O:26])[CH2:21][CH:20]=[CH:19][CH2:18][CH2:17][CH:16]=[CH:15][CH2:14][CH2:13]1. The yield is 0.860. (3) The reactants are Cl[C:2]1[O:3][C:4]([C:7]2[N:8]([C:17]([O:19][C:20]([CH3:23])([CH3:22])[CH3:21])=[O:18])[C:9]3[C:14]([CH:15]=2)=[CH:13][C:12]([F:16])=[CH:11][CH:10]=3)=[CH:5][N:6]=1.[NH2:24][C:25]1[CH:26]=[C:27]([OH:31])[CH:28]=[CH:29][CH:30]=1. The catalyst is CC(O)C. The product is [F:16][C:12]1[CH:13]=[C:14]2[C:9](=[CH:10][CH:11]=1)[N:8]([C:17]([O:19][C:20]([CH3:23])([CH3:22])[CH3:21])=[O:18])[C:7]([C:4]1[O:3][C:2]([NH:24][C:25]3[CH:30]=[CH:29][CH:28]=[C:27]([OH:31])[CH:26]=3)=[N:6][CH:5]=1)=[CH:15]2. The yield is 0.400. (4) The catalyst is CCOC(C)=O.[Pd]. The reactants are [O:1]1[C:5]2([CH2:10][CH2:9][C:8](=[CH:11][C:12]([O:14][CH2:15][CH3:16])=[O:13])[CH2:7][CH2:6]2)[O:4][CH2:3][CH2:2]1. The yield is 0.980. The product is [O:1]1[C:5]2([CH2:10][CH2:9][CH:8]([CH2:11][C:12]([O:14][CH2:15][CH3:16])=[O:13])[CH2:7][CH2:6]2)[O:4][CH2:3][CH2:2]1.